This data is from Peptide-MHC class II binding affinity with 134,281 pairs from IEDB. The task is: Regression. Given a peptide amino acid sequence and an MHC pseudo amino acid sequence, predict their binding affinity value. This is MHC class II binding data. (1) The peptide sequence is YDKFLANVSTVMTGK. The MHC is DRB1_1302 with pseudo-sequence DRB1_1302. The binding affinity (normalized) is 1.00. (2) The peptide sequence is WFPHKEMMPSEDGAE. The MHC is DRB1_0101 with pseudo-sequence DRB1_0101. The binding affinity (normalized) is 0.0579. (3) The peptide sequence is AFKVAAQAANAAPAN. The MHC is DRB1_0802 with pseudo-sequence DRB1_0802. The binding affinity (normalized) is 0.765. (4) The peptide sequence is LNTLTLAVPYNMRVI. The MHC is DRB5_0101 with pseudo-sequence DRB5_0101. The binding affinity (normalized) is 0.832. (5) The MHC is DRB1_0101 with pseudo-sequence DRB1_0101. The binding affinity (normalized) is 0.466. The peptide sequence is TDCLKKFSLIFLVKC. (6) The peptide sequence is DPWTIYAIGGSSNPT. The MHC is HLA-DQA10501-DQB10301 with pseudo-sequence HLA-DQA10501-DQB10301. The binding affinity (normalized) is 0.997. (7) The peptide sequence is EELQIVDKIDAAFKI. The MHC is DRB1_0701 with pseudo-sequence DRB1_0701. The binding affinity (normalized) is 0.697. (8) The peptide sequence is YDKFLANVSTHLTGK. The MHC is DRB1_1602 with pseudo-sequence DRB1_1602. The binding affinity (normalized) is 0.788. (9) The peptide sequence is TPLTLVDICFWSTLF. The MHC is DRB1_0401 with pseudo-sequence DRB1_0401. The binding affinity (normalized) is 0.0840. (10) The peptide sequence is EKKYIAATQFEPLAA. The MHC is HLA-DQA10501-DQB10301 with pseudo-sequence HLA-DQA10501-DQB10301. The binding affinity (normalized) is 0.204.